Dataset: Forward reaction prediction with 1.9M reactions from USPTO patents (1976-2016). Task: Predict the product of the given reaction. Given the reactants [Br:1][C:2]1[C:3](=[O:30])[N:4]([CH2:19][C:20]2[CH:29]=[CH:28][C:23]([C:24]([O:26]C)=[O:25])=[CH:22][CH:21]=2)[C:5]([CH3:18])=[CH:6][C:7]=1[O:8][CH2:9][C:10]1[CH:15]=[CH:14][C:13]([F:16])=[CH:12][C:11]=1[F:17].[OH-].[Na+], predict the reaction product. The product is: [Br:1][C:2]1[C:3](=[O:30])[N:4]([CH2:19][C:20]2[CH:21]=[CH:22][C:23]([C:24]([OH:26])=[O:25])=[CH:28][CH:29]=2)[C:5]([CH3:18])=[CH:6][C:7]=1[O:8][CH2:9][C:10]1[CH:15]=[CH:14][C:13]([F:16])=[CH:12][C:11]=1[F:17].